This data is from Forward reaction prediction with 1.9M reactions from USPTO patents (1976-2016). The task is: Predict the product of the given reaction. (1) Given the reactants [Cl:1][C:2]1[CH:3]=[N+:4]([O-:27])[CH:5]=[C:6]([Cl:26])[C:7]=1[CH2:8][C@@H:9]([C:11]1[CH:16]=[CH:15][C:14]([O:17][CH:18]([F:20])[F:19])=[C:13]([O:21][CH2:22][CH:23]2[CH2:25][CH2:24]2)[CH:12]=1)[OH:10].[C:28]([O:32][C:33]([NH:35][C:36]1[CH:37]=[C:38]([CH:42]=[CH:43][C:44]=1[O:45][CH3:46])[C:39](O)=[O:40])=[O:34])([CH3:31])([CH3:30])[CH3:29].C(Cl)CCl, predict the reaction product. The product is: [C:28]([O:32][C:33]([NH:35][C:36]1[CH:37]=[C:38]([CH:42]=[CH:43][C:44]=1[O:45][CH3:46])[C:39]([O:10][C@H:9]([C:11]1[CH:16]=[CH:15][C:14]([O:17][CH:18]([F:20])[F:19])=[C:13]([O:21][CH2:22][CH:23]2[CH2:25][CH2:24]2)[CH:12]=1)[CH2:8][C:7]1[C:6]([Cl:26])=[CH:5][N+:4]([O-:27])=[CH:3][C:2]=1[Cl:1])=[O:40])=[O:34])([CH3:31])([CH3:30])[CH3:29]. (2) Given the reactants [H-].[Na+].S([N:13]1[C:17]2=[N:18][CH:19]=[C:20]([NH:22][C:23]3[N:39]=[C:26]4[CH:27]=[CH:28][CH:29]=[C:30]([CH2:31][N:32]5[CH2:37][CH2:36][NH:35][C:34](=[O:38])[CH2:33]5)[N:25]4[N:24]=3)[CH:21]=[C:16]2[CH:15]=[CH:14]1)(C1C=CC(C)=CC=1)(=O)=O.CN.FC(F)(F)C(O)=O, predict the reaction product. The product is: [NH:13]1[C:17]2=[N:18][CH:19]=[C:20]([NH:22][C:23]3[N:39]=[C:26]4[CH:27]=[CH:28][CH:29]=[C:30]([CH2:31][N:32]5[CH2:37][CH2:36][NH:35][C:34](=[O:38])[CH2:33]5)[N:25]4[N:24]=3)[CH:21]=[C:16]2[CH:15]=[CH:14]1. (3) Given the reactants [NH2:1][C:2]1[CH:7]=[CH:6][C:5]([CH3:8])=[CH:4][C:3]=1[C:9]([F:12])([F:11])[F:10].[C:13]([C:15]1[CH:20]=[CH:19][C:18](F)=[CH:17][N:16]=1)#[N:14], predict the reaction product. The product is: [NH2:14][CH2:13][C:15]1[N:16]=[CH:17][C:18]([NH:1][C:2]2[CH:7]=[CH:6][C:5]([CH3:8])=[CH:4][C:3]=2[C:9]([F:10])([F:11])[F:12])=[CH:19][CH:20]=1. (4) Given the reactants C(OC([NH:11][CH2:12][CH2:13][CH2:14][NH:15][CH:16]1[CH2:21][CH2:20][CH2:19][CH2:18][CH:17]1[NH:22][C:23](=[O:29])[O:24][C:25]([CH3:28])([CH3:27])[CH3:26])=O)C1C=CC=CC=1, predict the reaction product. The product is: [NH2:11][CH2:12][CH2:13][CH2:14][NH:15][CH:16]1[CH2:21][CH2:20][CH2:19][CH2:18][CH:17]1[NH:22][C:23](=[O:29])[O:24][C:25]([CH3:27])([CH3:26])[CH3:28].